From a dataset of Full USPTO retrosynthesis dataset with 1.9M reactions from patents (1976-2016). Predict the reactants needed to synthesize the given product. (1) Given the product [CH2:20]([NH:27][C:2]1[CH:3]=[C:4]([CH:17]=[CH:18][CH:19]=1)[O:5][C:6]1[C:15]2[C:10](=[CH:11][CH:12]=[CH:13][CH:14]=2)[NH:9][C:8](=[O:16])[CH:7]=1)[C:21]1[CH:26]=[CH:25][CH:24]=[CH:23][CH:22]=1, predict the reactants needed to synthesize it. The reactants are: I[C:2]1[CH:3]=[C:4]([CH:17]=[CH:18][CH:19]=1)[O:5][C:6]1[C:15]2[C:10](=[CH:11][CH:12]=[CH:13][CH:14]=2)[NH:9][C:8](=[O:16])[CH:7]=1.[CH2:20]([NH2:27])[C:21]1[CH:26]=[CH:25][CH:24]=[CH:23][CH:22]=1.C([O-])(=O)C.[Cs+].CS(C)=O. (2) Given the product [O:42]=[C:33]1[O:34][CH2:35][C:36]2[CH:41]=[CH:40][CH:39]=[CH:38][C:37]=2[N:32]1[CH:29]1[CH2:30][CH2:31][N:26]([C:22]([C:18]2[CH:17]=[CH:16][C:15]3[C:20](=[CH:21][C:12]4[CH2:11][C@:3]5([C:4]6[C:5](=[N:6][CH:7]=[CH:8][CH:9]=6)[NH:10][C:2]5=[O:1])[CH2:25][C:13]=4[CH:14]=3)[N:19]=2)=[O:24])[CH2:27][CH2:28]1, predict the reactants needed to synthesize it. The reactants are: [O:1]=[C:2]1[NH:10][C:5]2=[N:6][CH:7]=[CH:8][CH:9]=[C:4]2[C@:3]21[CH2:25][C:13]1[CH:14]=[C:15]3[C:20](=[CH:21][C:12]=1[CH2:11]2)[N:19]=[C:18]([C:22]([OH:24])=O)[CH:17]=[CH:16]3.[NH:26]1[CH2:31][CH2:30][CH:29]([N:32]2[C:37]3[CH:38]=[CH:39][CH:40]=[CH:41][C:36]=3[CH2:35][O:34][C:33]2=[O:42])[CH2:28][CH2:27]1.C(Cl)CCl.C1C=CC2N(O)N=NC=2C=1.C(N(CC)CC)C. (3) Given the product [CH2:29]([NH:33][CH2:2][CH2:3][C:4]([NH:6][C:7]1[CH:20]=[CH:19][C:18]2[C:17](=[O:21])[C:16]3[C:11](=[CH:12][C:13]([NH:22][C:23](=[O:27])[CH2:24][CH2:25][NH:34][CH2:35][CH2:36][CH2:37][CH3:38])=[CH:14][CH:15]=3)[C:10](=[O:28])[C:9]=2[CH:8]=1)=[O:5])[CH2:30][CH2:31][CH3:32], predict the reactants needed to synthesize it. The reactants are: Cl[CH2:2][CH2:3][C:4]([NH:6][C:7]1[CH:20]=[CH:19][C:18]2[C:17](=[O:21])[C:16]3[C:11](=[CH:12][C:13]([NH:22][C:23](=[O:27])[CH2:24][CH2:25]Cl)=[CH:14][CH:15]=3)[C:10](=[O:28])[C:9]=2[CH:8]=1)=[O:5].[CH2:29]([NH2:33])[CH2:30][CH2:31][CH3:32].[N:34]1C=[CH:38][CH:37]=[CH:36][CH:35]=1. (4) Given the product [F:25][C:26]1[CH:31]=[CH:30][C:29]([N:5]2[CH:6]=[C:7]([C:8]([O:10][CH2:11][CH3:12])=[O:9])[C:3]([C:2]([F:1])([F:13])[F:14])=[N:4]2)=[CH:28][CH:27]=1, predict the reactants needed to synthesize it. The reactants are: [F:1][C:2]([F:14])([F:13])[C:3]1[C:7]([C:8]([O:10][CH2:11][CH3:12])=[O:9])=[CH:6][NH:5][N:4]=1.CN[C@@H]1CCCC[C@H]1NC.[F:25][C:26]1[CH:31]=[CH:30][C:29](I)=[CH:28][CH:27]=1.C(=O)([O-])[O-].[K+].[K+]. (5) The reactants are: [Cl:1][C:2]1[CH:3]=[C:4]([NH:9][S:10]([C:13]2[CH:18]=[CH:17][CH:16]=[CH:15][CH:14]=2)(=[O:12])=[O:11])[CH:5]=[CH:6][C:7]=1[Cl:8].[H-].[Na+].[CH2:21]([O:23][P:24]([C:29]([C:32]1[CH:37]=[CH:36][C:35]([CH2:38]Br)=[CH:34][C:33]=1[Br:40])([F:31])[F:30])(=[O:28])[O:25][CH2:26][CH3:27])[CH3:22]. Given the product [CH2:26]([O:25][P:24]([C:29]([C:32]1[CH:37]=[CH:36][C:35]([CH2:38][N:9]([S:10]([C:13]2[CH:18]=[CH:17][CH:16]=[CH:15][CH:14]=2)(=[O:12])=[O:11])[C:4]2[CH:5]=[CH:6][C:7]([Cl:8])=[C:2]([Cl:1])[CH:3]=2)=[CH:34][C:33]=1[Br:40])([F:31])[F:30])(=[O:28])[O:23][CH2:21][CH3:22])[CH3:27], predict the reactants needed to synthesize it. (6) Given the product [CH:1]([O:4][C:5](=[O:14])[C:6]1[CH:11]=[CH:10][CH:9]=[C:8]([C:12]#[C:13][C:23]2[CH:24]=[CH:25][C:20]([CH2:19][C:18]([O:17][CH2:15][CH3:16])=[O:28])=[C:21]([F:27])[CH:22]=2)[CH:7]=1)([CH3:3])[CH3:2], predict the reactants needed to synthesize it. The reactants are: [CH:1]([O:4][C:5](=[O:14])[C:6]1[CH:11]=[CH:10][CH:9]=[C:8]([C:12]#[CH:13])[CH:7]=1)([CH3:3])[CH3:2].[CH2:15]([O:17][C:18](=[O:28])[CH2:19][C:20]1[CH:25]=[CH:24][C:23](I)=[CH:22][C:21]=1[F:27])[CH3:16].C(N(CC)CC)C.C(OCC)(=O)C. (7) The reactants are: [N+:1](/[CH:4]=[C:5](/[C:7]1[CH:12]=[CH:11][CH:10]=[CH:9][CH:8]=1)\[CH3:6])([O-:3])=[O:2].[N+](CC(C1C=CC=CC=1)C)([O-])=O. Given the product [N+:1]([CH2:4][C:5]([C:7]1[CH:12]=[CH:11][CH:10]=[CH:9][CH:8]=1)=[CH2:6])([O-:3])=[O:2], predict the reactants needed to synthesize it. (8) The reactants are: [CH3:1][C:2]1[CH:7]=[CH:6][CH:5]=[C:4]([CH3:8])[C:3]=1[OH:9].[H-].[Na+].FC(F)(F)S(O[C:18]1[C:27]2[C:26](=[O:28])[N:25]([CH2:29][C:30]3[CH:35]=[CH:34][C:33]([O:36][CH3:37])=[CH:32][CH:31]=3)[C:24](=[O:38])[N:23]([C:39]3[CH:44]=[CH:43][C:42]([I:45])=[CH:41][C:40]=3[F:46])[C:22]=2[N:21]([CH3:47])[C:20](=[O:48])[CH:19]=1)(=O)=O. Given the product [CH3:1][C:2]1[CH:7]=[CH:6][CH:5]=[C:4]([CH3:8])[C:3]=1[O:9][C:18]1[C:27]2[C:26](=[O:28])[N:25]([CH2:29][C:30]3[CH:31]=[CH:32][C:33]([O:36][CH3:37])=[CH:34][CH:35]=3)[C:24](=[O:38])[N:23]([C:39]3[CH:44]=[CH:43][C:42]([I:45])=[CH:41][C:40]=3[F:46])[C:22]=2[N:21]([CH3:47])[C:20](=[O:48])[CH:19]=1, predict the reactants needed to synthesize it.